This data is from Peptide-MHC class II binding affinity with 134,281 pairs from IEDB. The task is: Regression. Given a peptide amino acid sequence and an MHC pseudo amino acid sequence, predict their binding affinity value. This is MHC class II binding data. (1) The peptide sequence is KESGDAASGADGTYD. The MHC is DRB5_0101 with pseudo-sequence DRB5_0101. The binding affinity (normalized) is 0. (2) The peptide sequence is AILIWMYYHGQRHSDEH. The MHC is DRB4_0101 with pseudo-sequence DRB4_0103. The binding affinity (normalized) is 0.537. (3) The peptide sequence is TVLAFPAGVCPTIGV. The MHC is HLA-DQA10501-DQB10201 with pseudo-sequence HLA-DQA10501-DQB10201. The binding affinity (normalized) is 0.259.